This data is from Reaction yield outcomes from USPTO patents with 853,638 reactions. The task is: Predict the reaction yield, written as a fraction of the theoretical maximum amount of product (1.0 means a 100% yield; for example, 0.34 means a 34% yield). The reactants are Cl[CH2:2][C:3]1[NH:4][C:5](=[O:13])[C:6]2[CH2:12][O:11][CH2:10][CH2:9][C:7]=2[N:8]=1.[CH:14]1([CH2:17][NH2:18])[CH2:16][CH2:15]1. The catalyst is C(O)C. The product is [CH:14]1([CH2:17][NH:18][CH2:2][C:3]2[NH:4][C:5](=[O:13])[C:6]3[CH2:12][O:11][CH2:10][CH2:9][C:7]=3[N:8]=2)[CH2:16][CH2:15]1. The yield is 0.460.